From a dataset of Reaction yield outcomes from USPTO patents with 853,638 reactions. Predict the reaction yield, written as a fraction of the theoretical maximum amount of product (1.0 means a 100% yield; for example, 0.34 means a 34% yield). (1) The reactants are [CH3:1][Mg+].[Br-].CON(C)[C:7]([C:9]1[C:14]([O:15][CH3:16])=[CH:13][C:12](=[O:17])[N:11]([C:18]2[CH:23]=[CH:22][CH:21]=[C:20]([C:24]([F:27])([F:26])[F:25])[CH:19]=2)[N:10]=1)=[O:8]. The catalyst is C1COCC1. The product is [C:7]([C:9]1[C:14]([O:15][CH3:16])=[CH:13][C:12](=[O:17])[N:11]([C:18]2[CH:23]=[CH:22][CH:21]=[C:20]([C:24]([F:26])([F:27])[F:25])[CH:19]=2)[N:10]=1)(=[O:8])[CH3:1]. The yield is 0.450. (2) The reactants are Cl[C:2]1[CH:7]=[C:6]([O:8][C:9]2[CH:14]=[CH:13][C:12]([N+:15]([O-:17])=[O:16])=[CH:11][CH:10]=2)[N:5]=[CH:4][N:3]=1.[NH2:18][C:19]1[CH:24]=[CH:23][CH:22]=[CH:21][CH:20]=1.C(OCC)(=O)C.O. The catalyst is CN1CCCC1=O.CCCCCC. The product is [N+:15]([C:12]1[CH:13]=[CH:14][C:9]([O:8][C:6]2[N:5]=[CH:4][N:3]=[C:2]([NH:18][C:19]3[CH:24]=[CH:23][CH:22]=[CH:21][CH:20]=3)[CH:7]=2)=[CH:10][CH:11]=1)([O-:17])=[O:16]. The yield is 0.820. (3) The reactants are [C:1]([O:5][C:6]([N:8]1[CH2:12][CH2:11][CH2:10][CH:9]1[C:13]1[NH:14][C:15]([C:18]2[CH:31]=[CH:30][C:29]3[C:28]4[C:23](=[CH:24][C:25](Br)=[CH:26][CH:27]=4)[CH2:22][CH2:21][C:20]=3[CH:19]=2)=[CH:16][N:17]=1)=[O:7])([CH3:4])([CH3:3])[CH3:2].[C:33]([O:37][C:38]([N:40]1[CH2:44][CH2:43][CH2:42][CH:41]1[C:45]1[NH:49][C:48]2[CH:50]=[C:51](B3OC(C)(C)C(C)(C)O3)[CH:52]=[CH:53][C:47]=2[N:46]=1)=[O:39])([CH3:36])([CH3:35])[CH3:34].C([O-])(=O)C.[K+]. The catalyst is COCCOC.O.C(OCC)(=O)C.C1C=CC(P(C2C=CC=CC=2)[C-]2C=CC=C2)=CC=1.C1C=CC(P(C2C=CC=CC=2)[C-]2C=CC=C2)=CC=1.Cl[Pd]Cl.[Fe+2].C1C=CC([P]([Pd]([P](C2C=CC=CC=2)(C2C=CC=CC=2)C2C=CC=CC=2)([P](C2C=CC=CC=2)(C2C=CC=CC=2)C2C=CC=CC=2)[P](C2C=CC=CC=2)(C2C=CC=CC=2)C2C=CC=CC=2)(C2C=CC=CC=2)C2C=CC=CC=2)=CC=1. The product is [C:1]([O:5][C:6]([N:8]1[CH2:12][CH2:11][CH2:10][CH:9]1[C:13]1[NH:14][C:15]([C:18]2[CH:31]=[CH:30][C:29]3[C:28]4[C:23](=[CH:24][C:25]([C:51]5[CH:52]=[CH:53][C:47]6[N:46]=[C:45]([CH:41]7[CH2:42][CH2:43][CH2:44][N:40]7[C:38]([O:37][C:33]([CH3:34])([CH3:35])[CH3:36])=[O:39])[NH:49][C:48]=6[CH:50]=5)=[CH:26][CH:27]=4)[CH2:22][CH2:21][C:20]=3[CH:19]=2)=[CH:16][N:17]=1)=[O:7])([CH3:4])([CH3:3])[CH3:2]. The yield is 0.630.